The task is: Predict the product of the given reaction.. This data is from Forward reaction prediction with 1.9M reactions from USPTO patents (1976-2016). (1) The product is: [NH2:21][C@@:20]([C:15]1[CH:14]=[CH:13][C:12]2[C:17](=[CH:18][CH:19]=[C:10]([O:9][C@H:6]3[CH2:5][CH2:4][C@@H:3]([CH2:1][CH3:2])[CH2:8][CH2:7]3)[CH:11]=2)[CH:16]=1)([CH3:26])[CH2:24][OH:23]. Given the reactants [CH2:1]([C@@H:3]1[CH2:8][CH2:7][C@H:6]([O:9][C:10]2[CH:11]=[C:12]3[C:17](=[CH:18][CH:19]=2)[CH:16]=[C:15]([C@:20]2([CH3:26])[CH2:24][O:23]C(=O)[NH:21]2)[CH:14]=[CH:13]3)[CH2:5][CH2:4]1)[CH3:2].C(O)C.O.[OH-].[Li+], predict the reaction product. (2) Given the reactants Br[C:2]1[CH:7]=[CH:6][C:5]([O:8][CH2:9][O:10][CH3:11])=[CH:4][C:3]=1[O:12][CH2:13][O:14][CH3:15].CN(C)CCN(C)C.C([Li])CCC.[CH2:29]1[O:39][C:32]2([CH2:37][CH2:36][C:35](=[O:38])[CH2:34][CH2:33]2)[O:31][CH2:30]1.Cl, predict the reaction product. The product is: [CH3:15][O:14][CH2:13][O:12][C:3]1[CH:4]=[C:5]([O:8][CH2:9][O:10][CH3:11])[CH:6]=[CH:7][C:2]=1[C:35]1([OH:38])[CH2:36][CH2:37][C:32]2([O:39][CH2:29][CH2:30][O:31]2)[CH2:33][CH2:34]1. (3) The product is: [CH3:37][O:36][C:32]1[CH:31]=[C:30]([NH:29][CH:22]([C:23]2[CH:28]=[CH:27][CH:26]=[CH:25][CH:24]=2)[C:8]([C:10]2[C:18]3[C:13](=[CH:14][C:15]([C:19]#[N:20])=[CH:16][CH:17]=3)[N:12]([CH3:21])[N:11]=2)=[O:9])[CH:35]=[CH:34][CH:33]=1. Given the reactants C(N(CC)CC)C.[CH:8]([C:10]1[C:18]2[C:13](=[CH:14][C:15]([C:19]#[N:20])=[CH:16][CH:17]=2)[N:12]([CH3:21])[N:11]=1)=[O:9].[CH:22](=[N:29][C:30]1[CH:35]=[CH:34][CH:33]=[C:32]([O:36][CH3:37])[CH:31]=1)[C:23]1[CH:28]=[CH:27][CH:26]=[CH:25][CH:24]=1, predict the reaction product. (4) Given the reactants [C@H:1]1([NH:10][C:11]2[CH:20]=[CH:19][C:18]3[C:13](=[CH:14][CH:15]=[CH:16][C:17]=3I)[N:12]=2)[C:9]2[C:4](=[CH:5][CH:6]=[CH:7][CH:8]=2)[CH2:3][CH2:2]1.O.[CH3:23][N:24](C)C=O, predict the reaction product. The product is: [C@H:1]1([NH:10][C:11]2[CH:20]=[CH:19][C:18]3[C:17]([C:23]#[N:24])=[CH:16][CH:15]=[CH:14][C:13]=3[N:12]=2)[C:9]2[C:4](=[CH:5][CH:6]=[CH:7][CH:8]=2)[CH2:3][CH2:2]1. (5) Given the reactants [CH2:1]([Li])CCC.C(NC(C)C)(C)C.[CH3:13][O:14][C:15]([CH:17]1[CH2:21][CH2:20][CH2:19][CH2:18]1)=[O:16].IC.[Cl-].[NH4+], predict the reaction product. The product is: [CH3:1][C:17]1([C:15]([O:14][CH3:13])=[O:16])[CH2:21][CH2:20][CH2:19][CH2:18]1.